Regression. Given a peptide amino acid sequence and an MHC pseudo amino acid sequence, predict their binding affinity value. This is MHC class II binding data. From a dataset of Peptide-MHC class II binding affinity with 134,281 pairs from IEDB. (1) The peptide sequence is ILKGVINIWGSGLLQ. The MHC is H-2-IAb with pseudo-sequence H-2-IAb. The binding affinity (normalized) is 0.178. (2) The peptide sequence is DVCGMFTNRSGSQQW. The MHC is DRB1_1101 with pseudo-sequence DRB1_1101. The binding affinity (normalized) is 0.345. (3) The peptide sequence is AGKATTEEQKLIEKI. The MHC is HLA-DPA10103-DPB10201 with pseudo-sequence HLA-DPA10103-DPB10201. The binding affinity (normalized) is 0.0767. (4) The peptide sequence is ISKISGEWYSIFLASD. The MHC is DRB1_0401 with pseudo-sequence DRB1_0401. The binding affinity (normalized) is 0.433.